This data is from Forward reaction prediction with 1.9M reactions from USPTO patents (1976-2016). The task is: Predict the product of the given reaction. (1) Given the reactants CC(C[C:5]([OH:7])=[O:6])=O.C[Si]([N-:12][Si](C)(C)C)(C)C.[Na+].C([N:20]1[CH:24]=[CH:23][N:22]=[CH:21]1)([N:20]1[CH:24]=[CH:23][N:22]=[CH:21]1)=O.CN(C=O)C, predict the reaction product. The product is: [C:5](=[O:6])([OH:7])[NH2:12].[NH:20]1[CH:24]=[CH:23][N:22]=[CH:21]1. (2) Given the reactants O.[OH-].[Na+].[CH:4]1[CH:9]=[C:8]2[CH:10]=[CH:11][C:12]3[C:17]([C:18](=[O:19])[C:7]2=[CH:6][CH:5]=1)=[CH:16][CH:15]=[CH:14][CH:13]=3.[BH4-].[Na+], predict the reaction product. The product is: [CH:9]1[C:8]2[CH:10]=[CH:11][C:12]3[CH:13]=[CH:14][CH:15]=[CH:16][C:17]=3[CH:18]([OH:19])[C:7]=2[CH:6]=[CH:5][CH:4]=1. (3) The product is: [N+:8]([C:7]1[C:2]([NH:11][C:12]2[CH:17]=[CH:16][CH:15]=[CH:14][CH:13]=2)=[N:3][CH:4]=[CH:5][CH:6]=1)([O-:10])=[O:9]. Given the reactants Cl[C:2]1[C:7]([N+:8]([O-:10])=[O:9])=[CH:6][CH:5]=[CH:4][N:3]=1.[NH2:11][C:12]1[CH:17]=[CH:16][CH:15]=[CH:14][CH:13]=1.C(N(C(C)C)CC)(C)C, predict the reaction product. (4) Given the reactants Cl.Cl.Cl.[N:4]1([CH2:10][C:11]([NH:13][C:14]2[CH:19]=[CH:18][CH:17]=[CH:16][N:15]=2)=[O:12])[CH2:9][CH2:8][NH:7][CH2:6][CH2:5]1.[C:20]([O:24][C:25](=[O:30])[NH:26][CH2:27][CH2:28]Br)([CH3:23])([CH3:22])[CH3:21], predict the reaction product. The product is: [C:20]([O:24][C:25](=[O:30])[NH:26][CH2:27][CH2:28][N:7]1[CH2:8][CH2:9][N:4]([CH2:10][C:11](=[O:12])[NH:13][C:14]2[CH:19]=[CH:18][CH:17]=[CH:16][N:15]=2)[CH2:5][CH2:6]1)([CH3:23])([CH3:22])[CH3:21]. (5) Given the reactants O.[OH-].[Li+].[CH3:4][C:5]([CH3:36])([CH3:35])[CH2:6][NH:7][C:8]([C:10]1[CH:11]=[C:12]([C:31]([O:33]C)=[O:32])[C:13]([C:16]2[C:21]([CH3:22])=[C:20]([F:23])[CH:19]=[C:18]([C:24]([O:26][C:27]([CH3:30])([CH3:29])[CH3:28])=[O:25])[CH:17]=2)=[CH:14][CH:15]=1)=[O:9].O, predict the reaction product. The product is: [CH3:30][C:27]([O:26][C:24]([C:18]1[CH:19]=[C:20]([F:23])[C:21]([CH3:22])=[C:16]([C:13]2[C:12]([C:31]([OH:33])=[O:32])=[CH:11][C:10]([C:8]([NH:7][CH2:6][C:5]([CH3:4])([CH3:35])[CH3:36])=[O:9])=[CH:15][CH:14]=2)[CH:17]=1)=[O:25])([CH3:28])[CH3:29]. (6) The product is: [F:27][C:28]1[C:29]([C:15]2[CH:16]=[CH:17][C:18]([N:21]3[N:25]=[N:24][CH:23]=[N:22]3)=[CH:19][CH:20]=2)=[CH:30][C:31](=[O:52])[N:32]([CH2:34][CH2:35][C@@:36]([CH3:51])([S:47]([CH3:50])(=[O:48])=[O:49])[C:37]([NH:39][O:40][CH:41]2[CH2:46][CH2:45][CH2:44][CH2:43][O:42]2)=[O:38])[CH:33]=1. Given the reactants C(=O)([O-])[O-].[K+].[K+].CC1(C)C(C)(C)OB([C:15]2[CH:20]=[CH:19][C:18]([N:21]3[N:25]=[N:24][CH:23]=[N:22]3)=[CH:17][CH:16]=2)O1.[F:27][C:28]1[C:29](I)=[CH:30][C:31](=[O:52])[N:32]([CH2:34][CH2:35][C@@:36]([CH3:51])([S:47]([CH3:50])(=[O:49])=[O:48])[C:37]([NH:39][O:40][CH:41]2[CH2:46][CH2:45][CH2:44][CH2:43][O:42]2)=[O:38])[CH:33]=1, predict the reaction product.